From a dataset of Catalyst prediction with 721,799 reactions and 888 catalyst types from USPTO. Predict which catalyst facilitates the given reaction. (1) Reactant: [CH2:1]([C:3]1[N:8]=[C:7](S(C)(=O)=O)[N:6]=[C:5]([C:13]([OH:15])=[O:14])[CH:4]=1)[CH3:2].[CH2:16]([NH2:18])[CH3:17]. Product: [CH2:1]([C:3]1[N:8]=[C:7]([NH:18][CH2:16][CH3:17])[N:6]=[C:5]([C:13]([OH:15])=[O:14])[CH:4]=1)[CH3:2]. The catalyst class is: 20. (2) Product: [CH3:44][O:43][C:45]1[CH:50]=[CH:49][C:48]([NH:51][C:52]([N:22]2[CH2:21][CH2:20][N:19]([C:17]3[S:18][C:14](=[CH:13][C:10]4[CH:11]=[CH:12][C:7]([O:6][CH2:5][C:4]5[CH:28]=[CH:29][C:30]([C:32]([F:35])([F:33])[F:34])=[CH:31][C:3]=5[C:2]([F:36])([F:1])[F:37])=[C:8]([O:26][CH3:27])[CH:9]=4)[C:15](=[O:25])[N:16]=3)[CH2:24][CH2:23]2)=[S:53])=[CH:47][CH:46]=1. The catalyst class is: 23. Reactant: [F:1][C:2]([F:37])([F:36])[C:3]1[CH:31]=[C:30]([C:32]([F:35])([F:34])[F:33])[CH:29]=[CH:28][C:4]=1[CH2:5][O:6][C:7]1[CH:12]=[CH:11][C:10]([CH:13]=[C:14]2[S:18][C:17]([N:19]3[CH2:24][CH2:23][NH:22][CH2:21][CH2:20]3)=[N:16][C:15]2=[O:25])=[CH:9][C:8]=1[O:26][CH3:27].CN(C=O)C.[O:43]([C:45]1[CH:50]=[CH:49][C:48]([N:51]=[C:52]=[S:53])=[CH:47][CH:46]=1)[CH3:44]. (3) Reactant: N[C:2]1[NH:10][C:9]2[N:8]=[CH:7][N:6]([CH2:11][C:12]3[CH:17]=[CH:16][CH:15]=[CH:14][CH:13]=3)[C:5]=2[C:4](=[O:18])[N:3]=1.N([O-])=[O:20].[Na+]. Product: [CH2:11]([N:6]1[C:5]2[C:4](=[O:18])[NH:3][C:2](=[O:20])[NH:10][C:9]=2[N:8]=[CH:7]1)[C:12]1[CH:17]=[CH:16][CH:15]=[CH:14][CH:13]=1. The catalyst class is: 86. (4) Reactant: C(OC([N:8]1[CH2:13][CH2:12][CH:11]([N:14]2[C:18]3=[N:19][CH:20]=[N:21][C:22]([NH:23][C:24]4[CH:29]=[CH:28][C:27]([S:30]([CH3:33])(=[O:32])=[O:31])=[CH:26][C:25]=4[F:34])=[C:17]3[CH:16]=[N:15]2)[CH2:10][CH2:9]1)=O)(C)(C)C.FC(F)(F)C(O)=O.[CH2:42](Br)[C:43]1[CH:48]=[CH:47][CH:46]=[CH:45][CH:44]=1. Product: [CH2:42]([N:8]1[CH2:9][CH2:10][CH:11]([N:14]2[C:18]3=[N:19][CH:20]=[N:21][C:22]([NH:23][C:24]4[CH:29]=[CH:28][C:27]([S:30]([CH3:33])(=[O:31])=[O:32])=[CH:26][C:25]=4[F:34])=[C:17]3[CH:16]=[N:15]2)[CH2:12][CH2:13]1)[C:43]1[CH:48]=[CH:47][CH:46]=[CH:45][CH:44]=1. The catalyst class is: 4.